Predict the reactants needed to synthesize the given product. From a dataset of Full USPTO retrosynthesis dataset with 1.9M reactions from patents (1976-2016). (1) Given the product [CH2:18]([O:25][C:26]1[CH:53]=[CH:52][C:51]([N:8]2[CH2:9][CH2:10][CH:5]([N:4]([CH3:11])[CH3:3])[CH2:6][CH2:7]2)=[CH:50][C:27]=1[C:28]([NH:30][C:31]1[CH:43]=[C:42]([C:44]2[CH:49]=[CH:48][CH:47]=[CH:46][CH:45]=2)[CH:41]=[CH:40][C:32]=1[C:33]([O:35][C:36]([CH3:39])([CH3:38])[CH3:37])=[O:34])=[O:29])[C:19]1[CH:20]=[CH:21][CH:22]=[CH:23][CH:24]=1, predict the reactants needed to synthesize it. The reactants are: Cl.Cl.[CH3:3][N:4]([CH3:11])[CH:5]1[CH2:10][CH2:9][NH:8][CH2:7][CH2:6]1.C(=O)([O-])[O-].[Cs+].[Cs+].[CH2:18]([O:25][C:26]1[CH:53]=[CH:52][C:51](Br)=[CH:50][C:27]=1[C:28]([NH:30][C:31]1[CH:43]=[C:42]([C:44]2[CH:49]=[CH:48][CH:47]=[CH:46][CH:45]=2)[CH:41]=[CH:40][C:32]=1[C:33]([O:35][C:36]([CH3:39])([CH3:38])[CH3:37])=[O:34])=[O:29])[C:19]1[CH:24]=[CH:23][CH:22]=[CH:21][CH:20]=1.P([O-])([O-])([O-])=O.[K+].[K+].[K+]. (2) Given the product [CH3:19][NH:20][C:2]1[C:3]([S:15]([CH3:18])(=[O:17])=[O:16])=[C:4]([CH:8]=[CH:9][C:10]=1[C:11]([F:14])([F:13])[F:12])[C:5]([OH:7])=[O:6], predict the reactants needed to synthesize it. The reactants are: F[C:2]1[C:3]([S:15]([CH3:18])(=[O:17])=[O:16])=[C:4]([CH:8]=[CH:9][C:10]=1[C:11]([F:14])([F:13])[F:12])[C:5]([OH:7])=[O:6].[CH3:19][NH2:20].Cl. (3) Given the product [CH3:11][C:10]([C:12]1[CH:17]=[CH:16][CH:15]=[CH:14][CH:13]=1)([CH2:19]/[CH:20]=[CH:21]/[CH3:22])[C:9]([O:8][CH2:1][C:2]1[CH:3]=[CH:4][CH:5]=[CH:6][CH:7]=1)=[O:18], predict the reactants needed to synthesize it. The reactants are: [CH2:1]([O:8][C:9](=[O:18])[CH:10]([C:12]1[CH:17]=[CH:16][CH:15]=[CH:14][CH:13]=1)[CH3:11])[C:2]1[CH:7]=[CH:6][CH:5]=[CH:4][CH:3]=1.[CH2:19](Cl)[CH:20]=[CH:21][CH3:22].[I-].[Li+].C[Si](C)(C)[N-][Si](C)(C)C.[Li+]. (4) Given the product [OH:34][C:35]([CH3:41])([CH3:40])[CH2:36][C:37]([NH:5][CH2:6][CH2:7][N:8]1[C:16]2[C:15]([NH:17][C:18]3[CH:19]=[C:20]4[C:24](=[CH:25][CH:26]=3)[N:23]([CH2:27][C:28]3[CH:33]=[CH:32][CH:31]=[CH:30][N:29]=3)[CH:22]=[CH:21]4)=[N:14][CH:13]=[N:12][C:11]=2[CH:10]=[CH:9]1)=[O:38], predict the reactants needed to synthesize it. The reactants are: Cl.Cl.Cl.Cl.[NH2:5][CH2:6][CH2:7][N:8]1[C:16]2[C:15]([NH:17][C:18]3[CH:19]=[C:20]4[C:24](=[CH:25][CH:26]=3)[N:23]([CH2:27][C:28]3[CH:33]=[CH:32][CH:31]=[CH:30][N:29]=3)[CH:22]=[CH:21]4)=[N:14][CH:13]=[N:12][C:11]=2[CH:10]=[CH:9]1.[OH:34][C:35]([CH3:41])([CH3:40])[CH2:36][C:37](O)=[O:38].ON1C2C=CC=CC=2N=N1.Cl.C(N=C=NCCCN(C)C)C.